Dataset: Full USPTO retrosynthesis dataset with 1.9M reactions from patents (1976-2016). Task: Predict the reactants needed to synthesize the given product. (1) Given the product [CH:1]([C:3]1[S:7][C:6]([O:8][C:9]2[CH:16]=[CH:15][C:12]([C:13]([NH2:14])=[O:18])=[CH:11][CH:10]=2)=[CH:5][CH:4]=1)=[O:2], predict the reactants needed to synthesize it. The reactants are: [CH:1]([C:3]1[S:7][C:6]([O:8][C:9]2[CH:16]=[CH:15][C:12]([C:13]#[N:14])=[CH:11][CH:10]=2)=[CH:5][CH:4]=1)=[O:2].C([O-])([O-])=[O:18].[K+].[K+].OO. (2) Given the product [NH:35]1[C:43]2[C:38](=[C:39]([C:44]3[CH:52]=[C:51]4[C:47]([CH:48]=[N:49][NH:50]4)=[C:46]([NH:53][C:8](=[O:10])[CH2:7][N:1]4[CH2:2][CH2:3][O:4][CH2:5][CH2:6]4)[CH:45]=3)[CH:40]=[CH:41][CH:42]=2)[CH:37]=[CH:36]1, predict the reactants needed to synthesize it. The reactants are: [N:1]1([CH2:7][C:8]([OH:10])=O)[CH2:6][CH2:5][O:4][CH2:3][CH2:2]1.CN(C(ON1N=NC2C=CC=NC1=2)=[N+](C)C)C.F[P-](F)(F)(F)(F)F.[NH:35]1[C:43]2[C:38](=[C:39]([C:44]3[CH:45]=[C:46]([NH2:53])[C:47]4[CH:48]=[N:49][NH:50][C:51]=4[CH:52]=3)[CH:40]=[CH:41][CH:42]=2)[CH:37]=[CH:36]1.CCN(C(C)C)C(C)C. (3) Given the product [NH:4]1[C:5]([CH2:6][C:7]2[CH:12]=[CH:11][C:10]([CH:13]=[O:14])=[CH:9][CH:8]=2)=[N:1][N:2]=[N:3]1, predict the reactants needed to synthesize it. The reactants are: [NH:1]1[C:5]([CH2:6][C:7]2[CH:12]=[CH:11][C:10]([CH2:13][OH:14])=[CH:9][CH:8]=2)=[N:4][N:3]=[N:2]1.O. (4) The reactants are: [C:1]([O:9][C@@H:10]1[CH2:18][C@@H:13]2[O:14][C:15](=[O:17])[CH2:16][C@@H:12]2[C@H:11]1[CH:19]=O)(=[O:8])[C:2]1[CH:7]=[CH:6][CH:5]=[CH:4][CH:3]=1. Given the product [C:1]([O:9][C@@H:10]1[CH2:18][C@@H:13]2[O:14][C:15](=[O:17])[CH2:16][C@@H:12]2[C@H:11]1/[CH:19]=[CH:11]/[C:10](=[O:9])[CH2:18][CH2:13][CH2:12][CH2:16][CH3:15])(=[O:8])[C:2]1[CH:3]=[CH:4][CH:5]=[CH:6][CH:7]=1, predict the reactants needed to synthesize it.